This data is from Forward reaction prediction with 1.9M reactions from USPTO patents (1976-2016). The task is: Predict the product of the given reaction. (1) Given the reactants [ClH:1].[NH2:2][C@@H:3]1[CH2:8][CH2:7][CH2:6][N:5]([C:9]2[N:17]([CH2:18][C:19]3[CH:24]=[C:23]([F:25])[CH:22]=[CH:21][C:20]=3[Cl:26])[C:16]3[C:15](=[O:27])[N:14]([CH3:28])[C:13](=[O:29])[N:12]([CH3:30])[C:11]=3[CH:10]=2)[CH2:4]1.O.C1(C)C=CC=CC=1, predict the reaction product. The product is: [OH2:27].[ClH:26].[NH2:2][C@@H:3]1[CH2:8][CH2:7][CH2:6][N:5]([C:9]2[N:17]([CH2:18][C:19]3[CH:24]=[C:23]([F:25])[CH:22]=[CH:21][C:20]=3[Cl:26])[C:16]3[C:15](=[O:27])[N:14]([CH3:28])[C:13](=[O:29])[N:12]([CH3:30])[C:11]=3[CH:10]=2)[CH2:4]1.[NH2:2][C@@H:3]1[CH2:8][CH2:7][CH2:6][N:5]([C:9]2[N:17]([CH2:18][C:19]3[CH:24]=[C:23]([F:25])[CH:22]=[CH:21][C:20]=3[Cl:26])[C:16]3[C:15](=[O:27])[N:14]([CH3:28])[C:13](=[O:29])[N:12]([CH3:30])[C:11]=3[CH:10]=2)[CH2:4]1.[ClH:1]. (2) Given the reactants [OH:1][C:2]1[CH:3]=[C:4]([CH:15]=[CH:16][C:17]=1[O:18][CH3:19])[CH:5]=[C:6]([C:11]([O:13][CH3:14])=[O:12])[C:7]([O:9][CH3:10])=[O:8], predict the reaction product. The product is: [OH:1][C:2]1[CH:3]=[C:4]([CH:15]=[CH:16][C:17]=1[O:18][CH3:19])[CH2:5][CH:6]([C:11]([O:13][CH3:14])=[O:12])[C:7]([O:9][CH3:10])=[O:8]. (3) Given the reactants COC(=O)CC1CCN(C(OC(C)(C)C)=O)CC1.C(C1C=NC=CC=1[CH2:27][C:28]([CH3:33])([CH3:32])[C:29]([NH2:31])=[O:30])=O.[OH:34][CH:35]([C:54]1[C:55](NC(=O)C(C)(C)C)=[N:56][CH:57]=[CH:58][CH:59]=1)[CH:36]([CH:41]1[CH2:46][CH2:45][N:44]([C:47]([O:49][C:50]([CH3:53])([CH3:52])[CH3:51])=[O:48])[CH2:43][CH2:42]1)[C:37]([O:39][CH3:40])=[O:38], predict the reaction product. The product is: [OH:34][CH:35]([C:54]1[CH:55]=[N:56][CH:57]=[CH:58][C:59]=1[NH:31][C:29](=[O:30])[C:28]([CH3:33])([CH3:32])[CH3:27])[CH:36]([CH:41]1[CH2:42][CH2:43][N:44]([C:47]([O:49][C:50]([CH3:51])([CH3:53])[CH3:52])=[O:48])[CH2:45][CH2:46]1)[C:37]([O:39][CH3:40])=[O:38]. (4) Given the reactants C([O:3][C:4](=[O:33])[CH2:5][N:6]1[C:14]2[CH2:13][CH2:12][CH2:11][C@@H:10]([NH:15][S:16]([C:19]3[CH:24]=[CH:23][C:22]([O:25][C:26]4[CH:31]=[CH:30][CH:29]=[CH:28][C:27]=4[Cl:32])=[CH:21][CH:20]=3)(=[O:18])=[O:17])[C:9]=2[CH:8]=[N:7]1)C.[OH-].[Na+], predict the reaction product. The product is: [Cl:32][C:27]1[CH:28]=[CH:29][CH:30]=[CH:31][C:26]=1[O:25][C:22]1[CH:23]=[CH:24][C:19]([S:16]([NH:15][C@@H:10]2[CH2:11][CH2:12][CH2:13][C:14]3[N:6]([CH2:5][C:4]([OH:33])=[O:3])[N:7]=[CH:8][C:9]2=3)(=[O:17])=[O:18])=[CH:20][CH:21]=1.